This data is from Catalyst prediction with 721,799 reactions and 888 catalyst types from USPTO. The task is: Predict which catalyst facilitates the given reaction. (1) Reactant: C1(C(C2C=CC=CC=2)(C2C=CC=CC=2)[N:8]2[CH:12]=[C:11]([CH2:13][CH2:14][OH:15])[N:10]=[CH:9]2)C=CC=CC=1.Br[CH2:29][C:30]1[CH:37]=[CH:36][C:33]([C:34]#[N:35])=[CH:32][CH:31]=1. Product: [OH:15][CH2:14][CH2:13][C:11]1[N:10]([CH2:29][C:30]2[CH:37]=[CH:36][C:33]([C:34]#[N:35])=[CH:32][CH:31]=2)[CH:9]=[N:8][CH:12]=1. The catalyst class is: 10. (2) Reactant: Br[CH2:2][CH:3]1[O:8][C:7]2[CH:9]=[C:10]([S:14]([CH3:17])(=[O:16])=[O:15])[CH:11]=[C:12]([F:13])[C:6]=2[CH2:5][O:4]1.[CH2:18]([NH2:21])[CH:19]=[CH2:20]. Product: [F:13][C:12]1[C:6]2[CH2:5][O:4][CH:3]([CH2:2][NH:21][CH2:18][CH:19]=[CH2:20])[O:8][C:7]=2[CH:9]=[C:10]([S:14]([CH3:17])(=[O:16])=[O:15])[CH:11]=1. The catalyst class is: 14. (3) Reactant: C(N([CH2:12][C@@H:13]([C:15]1[CH:20]=[CH:19][CH:18]=[C:17]([N:21]([CH2:26][C:27]2[CH:32]=[CH:31][CH:30]=[CH:29][CH:28]=2)[S:22]([CH3:25])(=[O:24])=[O:23])[CH:16]=1)[OH:14])CCO)C1C=CC=CC=1.C1(P(C2C=CC=CC=2)C2C=CC=CC=2)C=CC=CC=1.BrN1C(=O)CCC1=O. Product: [CH2:26]([N:21]([C:17]1[CH:16]=[C:15]([CH:13]([OH:14])[CH3:12])[CH:20]=[CH:19][CH:18]=1)[S:22]([CH3:25])(=[O:24])=[O:23])[C:27]1[CH:32]=[CH:31][CH:30]=[CH:29][CH:28]=1. The catalyst class is: 2. (4) Reactant: [CH2:1]([O:3][C:4]([C:6]1[S:10][C:9]2[CH:11]=[C:12]([C:15]([CH2:26][CH3:27])([C:18]3[CH:23]=[CH:22][C:21]([OH:24])=[C:20]([CH3:25])[CH:19]=3)[CH2:16][CH3:17])[CH:13]=[CH:14][C:8]=2[CH:7]=1)=[O:5])[CH3:2].Br[CH2:29][C:30](=[O:35])[C:31]([CH3:34])([CH3:33])[CH3:32].C([O-])([O-])=O.[K+].[K+]. Product: [CH2:1]([O:3][C:4]([C:6]1[S:10][C:9]2[CH:11]=[C:12]([C:15]([C:18]3[CH:23]=[CH:22][C:21]([O:24][CH2:29][C:30](=[O:35])[C:31]([CH3:34])([CH3:33])[CH3:32])=[C:20]([CH3:25])[CH:19]=3)([CH2:26][CH3:27])[CH2:16][CH3:17])[CH:13]=[CH:14][C:8]=2[CH:7]=1)=[O:5])[CH3:2]. The catalyst class is: 21.